This data is from hERG potassium channel inhibition data for cardiac toxicity prediction from Karim et al.. The task is: Regression/Classification. Given a drug SMILES string, predict its toxicity properties. Task type varies by dataset: regression for continuous values (e.g., LD50, hERG inhibition percentage) or binary classification for toxic/non-toxic outcomes (e.g., AMES mutagenicity, cardiotoxicity, hepatotoxicity). Dataset: herg_karim. (1) The molecule is CCN1CCN(c2cc3[nH]c(S[C@]4(C)CC[C@@H](c5nnn(C)n5)CC4)nc3cc2Cl)CC1. The result is 1 (blocker). (2) The compound is CC(C)(O)[C@]1(C(=O)NCc2cc(C(F)(F)F)cc(C(F)(F)F)c2)CC[C@@H](N2CCC(c3cncnc3)CC2)C1. The result is 1 (blocker). (3) The molecule is C[C@H](c1nc(-c2ccc(Cl)cc2Cl)no1)[C@H]([NH3+])C(=O)N1CCCC1. The result is 0 (non-blocker). (4) The compound is CN(C)CC[C@H](c1ccc(Br)cc1)c1ccccn1. The result is 1 (blocker). (5) The drug is Cc1cc(-n2cnnn2)ncc1C(C)C(=O)N1CCN(CCc2ccc3c(c2C)COC3=O)CC1. The result is 0 (non-blocker). (6) The compound is Clc1ccc(-n2c(-c3ccc(Cl)cc3Cl)nc3c(NN4CCCCC4)ncnc32)cc1. The result is 1 (blocker).